From a dataset of Experimentally validated miRNA-target interactions with 360,000+ pairs, plus equal number of negative samples. Binary Classification. Given a miRNA mature sequence and a target amino acid sequence, predict their likelihood of interaction. The miRNA is mmu-miR-3105-3p with sequence ACUGCUUAUGAGCUUGCACUCC. The protein sequence of the target gene is MDSFDPQQLGLSPARFAGTFGSGAASVSCSRLRQVQSVLTQSSKSQPDGILCILGIDSRYNEGCRELANYLLFGLYSQNATDFEKTGFSEEILDDVILLIKSDSVHLYCNPVNYRYLLPYVAHWRNLHFHCMTENEYEDEEAAEEFKISSFVDMVRDCSRIGIPYSSQGHLQIFDMFVVEKWPIVQAFALEGIGGDGFFTMKYELQDVSLSLWNVYSRMDPASLENMLSEDLAVFEHQWTSFFANFDTEIPFLLELSESQAGEPFRSYFGHGMLSSHITENSPHRQPFVLFGNHSTRDNL.... Result: 0 (no interaction).